The task is: Predict the product of the given reaction.. This data is from Forward reaction prediction with 1.9M reactions from USPTO patents (1976-2016). (1) Given the reactants [BH4-].[Na+].[Cl:3][C:4]1[CH:9]=[CH:8][C:7]([C:10]2[CH:11]=[CH:12][C:13]([C:16]#[C:17][C:18]3[CH:19]=[CH:20][C:21]([O:27][CH2:28][CH2:29][N:30]4[CH2:35][CH2:34][CH:33]([CH3:36])[CH2:32][CH2:31]4)=[C:22]([C:24](=[O:26])[CH3:25])[CH:23]=3)=[N:14][CH:15]=2)=[CH:6][CH:5]=1, predict the reaction product. The product is: [Cl:3][C:4]1[CH:9]=[CH:8][C:7]([C:10]2[CH:11]=[CH:12][C:13]([C:16]#[C:17][C:18]3[CH:19]=[CH:20][C:21]([O:27][CH2:28][CH2:29][N:30]4[CH2:31][CH2:32][CH:33]([CH3:36])[CH2:34][CH2:35]4)=[C:22]([CH:24]([OH:26])[CH3:25])[CH:23]=3)=[N:14][CH:15]=2)=[CH:6][CH:5]=1. (2) Given the reactants [C:1]([C:5]1[CH:6]=[C:7]([NH:17][C:18]([NH:20][C@@H:21]2[C:30]3[C:25](=[CH:26][CH:27]=[CH:28][CH:29]=3)[C@H:24]([O:31][C:32]3[CH:33]=[CH:34][C:35]4[N:36]([C:38]([C@:41]5([CH2:47][O:48][Si](C(C)C)(C(C)C)C(C)C)[CH2:45][CH2:44][CH2:43][N:42]5[CH3:46])=[N:39][N:40]=4)[CH:37]=3)[CH2:23][CH2:22]2)=[O:19])[N:8]([C:10]2[CH:15]=[CH:14][C:13]([CH3:16])=[CH:12][CH:11]=2)[N:9]=1)([CH3:4])([CH3:3])[CH3:2].CCCC[N+](CCCC)(CCCC)CCCC.[F-].N, predict the reaction product. The product is: [C:1]([C:5]1[CH:6]=[C:7]([NH:17][C:18]([NH:20][C@@H:21]2[C:30]3[C:25](=[CH:26][CH:27]=[CH:28][CH:29]=3)[C@H:24]([O:31][C:32]3[CH:33]=[CH:34][C:35]4[N:36]([C:38]([C@:41]5([CH2:47][OH:48])[CH2:45][CH2:44][CH2:43][N:42]5[CH3:46])=[N:39][N:40]=4)[CH:37]=3)[CH2:23][CH2:22]2)=[O:19])[N:8]([C:10]2[CH:15]=[CH:14][C:13]([CH3:16])=[CH:12][CH:11]=2)[N:9]=1)([CH3:4])([CH3:2])[CH3:3]. (3) Given the reactants N#N.[O:3]=[C:4]([CH3:10])[CH2:5][CH2:6][CH2:7][C:8]#[N:9].[CH2:11](O)[CH2:12][OH:13].CC1C=CC(S(O)(=O)=O)=CC=1.C([O-])(O)=O.[Na+], predict the reaction product. The product is: [CH3:10][C:4]1([CH2:5][CH2:6][CH2:7][C:8]#[N:9])[O:13][CH2:12][CH2:11][O:3]1. (4) Given the reactants [OH:1][CH2:2][CH2:3][N:4]([CH2:17][C:18]([F:21])([F:20])[F:19])[C:5]1[CH:12]=[CH:11][C:8]([C:9]#[N:10])=[C:7]([C:13]([F:16])([F:15])[F:14])[CH:6]=1.[F:22][C:23]([F:32])([F:31])[C:24]1[CH:29]=[CH:28][C:27](O)=[CH:26][CH:25]=1, predict the reaction product. The product is: [F:21][C:18]([F:19])([F:20])[CH2:17][N:4]([CH2:3][CH2:2][O:1][C:27]1[CH:28]=[CH:29][C:24]([C:23]([F:32])([F:31])[F:22])=[CH:25][CH:26]=1)[C:5]1[CH:12]=[CH:11][C:8]([C:9]#[N:10])=[C:7]([C:13]([F:15])([F:16])[F:14])[CH:6]=1. (5) Given the reactants [OH:1][C:2]1[CH:22]=[CH:21][C:5]2[C:6](=[O:20])/[C:7](=[CH:9]/[C:10]3[C:18]4[C:13](=[N:14][C:15]([CH3:19])=[CH:16][CH:17]=4)[NH:12][CH:11]=3)/[O:8][C:4]=2[C:3]=1[CH2:23][N:24]1[CH2:29][CH2:28][N:27](C(OC(C)(C)C)=O)[CH2:26][CH2:25]1.[ClH:37], predict the reaction product. The product is: [ClH:37].[ClH:37].[ClH:37].[OH:1][C:2]1[CH:22]=[CH:21][C:5]2[C:6](=[O:20])/[C:7](=[CH:9]/[C:10]3[C:18]4[C:13](=[N:14][C:15]([CH3:19])=[CH:16][CH:17]=4)[NH:12][CH:11]=3)/[O:8][C:4]=2[C:3]=1[CH2:23][N:24]1[CH2:25][CH2:26][NH:27][CH2:28][CH2:29]1. (6) Given the reactants [ClH:1].[N:2]12[CH2:9][CH2:8][CH:5]([CH2:6][CH2:7]1)[C@@H:4]([NH:10][C:11]([C:13]1[S:14][C:15]3[C:21](Br)=[CH:20][CH:19]=[CH:18][C:16]=3[CH:17]=1)=[O:12])[CH2:3]2.[C:23]([C:26]1[S:30][C:29](B(O)O)=[CH:28][CH:27]=1)(=[O:25])[CH3:24].C(=O)([O-])[O-].[Na+].[Na+], predict the reaction product. The product is: [ClH:1].[C:23]([C:26]1[S:30][C:29]([C:21]2[C:15]3[S:14][C:13]([C:11]([NH:10][C@@H:4]4[CH:5]5[CH2:8][CH2:9][N:2]([CH2:7][CH2:6]5)[CH2:3]4)=[O:12])=[CH:17][C:16]=3[CH:18]=[CH:19][CH:20]=2)=[CH:28][CH:27]=1)(=[O:25])[CH3:24]. (7) Given the reactants [O:1]1[C:5]2[CH:6]=[CH:7][C:8]([CH2:10][NH:11][C:12]([C:14]3[S:15][C:16]([CH3:20])=[C:17]([NH2:19])[CH:18]=3)=[O:13])=[CH:9][C:4]=2[O:3][CH2:2]1.[CH2:21]([N:28]=[C:29]=[O:30])[C:22]1[CH:27]=[CH:26][CH:25]=[CH:24][CH:23]=1, predict the reaction product. The product is: [O:1]1[C:5]2[CH:6]=[CH:7][C:8]([CH2:10][NH:11][C:12]([C:14]3[S:15][C:16]([CH3:20])=[C:17]([NH:19][C:29]([NH:28][CH2:21][C:22]4[CH:27]=[CH:26][CH:25]=[CH:24][CH:23]=4)=[O:30])[CH:18]=3)=[O:13])=[CH:9][C:4]=2[O:3][CH2:2]1. (8) Given the reactants Cl[CH2:2][CH2:3][N:4]1[CH2:8][CH2:7][CH2:6][S:5]1(=[O:10])=[O:9].[Br:11][C:12]1[CH:13]=[C:14]([OH:18])[CH:15]=[N:16][CH:17]=1.C([O-])([O-])=O.[K+].[K+].C([O-])(O)=O.[Na+], predict the reaction product. The product is: [Br:11][C:12]1[CH:17]=[N:16][CH:15]=[C:14]([O:18][CH2:2][CH2:3][N:4]2[CH2:8][CH2:7][CH2:6][S:5]2(=[O:10])=[O:9])[CH:13]=1.